This data is from Full USPTO retrosynthesis dataset with 1.9M reactions from patents (1976-2016). The task is: Predict the reactants needed to synthesize the given product. (1) Given the product [Cl:15][C:9]1[CH:10]=[CH:11][CH:12]=[C:13]2[C:8]=1[N:7]=[C:6]([C:16]1[CH:21]=[C:20]([F:22])[CH:19]=[CH:18][C:17]=1[C:23]([F:26])([F:24])[F:25])[C:5]([CH2:4][NH2:1])=[CH:14]2, predict the reactants needed to synthesize it. The reactants are: [N:1]([CH2:4][C:5]1[C:6]([C:16]2[CH:21]=[C:20]([F:22])[CH:19]=[CH:18][C:17]=2[C:23]([F:26])([F:25])[F:24])=[N:7][C:8]2[C:13]([CH:14]=1)=[CH:12][CH:11]=[CH:10][C:9]=2[Cl:15])=[N+]=[N-].CO. (2) The reactants are: C([N:8]1[CH2:13][CH2:12][C:11]([C:15]2[CH:20]=[C:19]([F:21])[CH:18]=[CH:17][C:16]=2[O:22][CH3:23])([OH:14])[CH2:10][CH2:9]1)C1C=CC=CC=1. Given the product [F:21][C:19]1[CH:18]=[CH:17][C:16]([O:22][CH3:23])=[C:15]([C:11]2([OH:14])[CH2:10][CH2:9][NH:8][CH2:13][CH2:12]2)[CH:20]=1, predict the reactants needed to synthesize it. (3) Given the product [CH2:1]([N:8]1[C:9]([C:14]2[CH:19]=[CH:18][C:17]([O:20][CH2:21][CH2:22][CH2:23][C:24]([F:26])([F:27])[F:25])=[CH:16][CH:15]=2)([C:10]([F:12])([F:11])[F:13])[C:28]2([CH2:30][CH2:29]2)[C:31]1=[O:32])[C:2]1[CH:7]=[CH:6][CH:5]=[CH:4][CH:3]=1, predict the reactants needed to synthesize it. The reactants are: [CH2:1]([NH:8][C:9]([C:28]1([C:31](O)=[O:32])[CH2:30][CH2:29]1)([C:14]1[CH:19]=[CH:18][C:17]([O:20][CH2:21][CH2:22][CH2:23][C:24]([F:27])([F:26])[F:25])=[CH:16][CH:15]=1)[C:10]([F:13])([F:12])[F:11])[C:2]1[CH:7]=[CH:6][CH:5]=[CH:4][CH:3]=1.C(Cl)(=O)C(Cl)=O. (4) Given the product [Br:1][C:2]1[C:3]([O:17][CH2:18][O:19][CH3:20])=[CH:4][C:5]([O:12][CH2:13][CH:14]2[CH2:16][CH2:15]2)=[C:6]([CH2:7][OH:8])[CH:11]=1, predict the reactants needed to synthesize it. The reactants are: [Br:1][C:2]1[C:3]([O:17][CH2:18][O:19][CH3:20])=[CH:4][C:5]([O:12][CH2:13][CH:14]2[CH2:16][CH2:15]2)=[C:6]([CH:11]=1)[C:7](OC)=[O:8].[H-].[Al+3].[Li+].[H-].[H-].[H-].O.[OH-].[Na+]. (5) Given the product [Cl:1][C:2]1[C:3]([C:31]2[CH:32]=[CH:33][C:34]([C:37]3[CH:42]=[CH:41][C:40]([C:43](=[O:50])[NH:44][CH:45]4[CH2:49][CH2:48][O:47][CH2:46]4)=[CH:39][CH:38]=3)=[CH:35][CH:36]=2)=[CH:4][C:5]2[N:9]=[C:8]([O:10][CH:11]3[CH2:12][CH2:13][CH:14]([C:17]([OH:19])=[O:18])[CH2:15][CH2:16]3)[NH:7][C:6]=2[CH:30]=1, predict the reactants needed to synthesize it. The reactants are: [Cl:1][C:2]1[C:3]([C:31]2[CH:36]=[CH:35][C:34]([C:37]3[CH:42]=[CH:41][C:40]([C:43](=[O:50])[NH:44][CH:45]4[CH2:49][CH2:48][O:47][CH2:46]4)=[CH:39][CH:38]=3)=[CH:33][CH:32]=2)=[CH:4][C:5]2[N:9]=[C:8]([O:10][CH:11]3[CH2:16][CH2:15][CH:14]([C:17]([O:19]CC)=[O:18])[CH2:13][CH2:12]3)[N:7](COCC[Si](C)(C)C)[C:6]=2[CH:30]=1.O([Si](C)(C)C)[K]. (6) Given the product [N:6]1[CH:7]=[CH:8][C:3]([CH2:2][N:13]2[C:9](=[O:19])[C:10]3[C:11](=[CH:15][CH:16]=[CH:17][CH:18]=3)[C:12]2=[O:14])=[N:4][CH:5]=1, predict the reactants needed to synthesize it. The reactants are: Cl[CH2:2][C:3]1[CH:8]=[CH:7][N:6]=[CH:5][N:4]=1.[C:9]1(=[O:19])[NH:13][C:12](=[O:14])[C:11]2=[CH:15][CH:16]=[CH:17][CH:18]=[C:10]12.[K]. (7) Given the product [C@H:12]12[CH2:14][C@H:9]([NH:8][CH2:13]1)[CH2:10][N:11]2[C:15]1[N:20]2[CH:21]=[CH:22][N:23]=[C:19]2[CH:18]=[C:17]([C:24]2[CH:29]=[CH:28][N:27]=[C:26]([NH:30][C@@H:31]([C:33]3[CH:34]=[CH:35][CH:36]=[CH:37][CH:38]=3)[CH3:32])[CH:25]=2)[N:16]=1, predict the reactants needed to synthesize it. The reactants are: C(OC([N:8]1[CH2:13][CH:12]2[CH2:14][C@@H:9]1[CH2:10][N:11]2[C:15]1[N:20]2[CH:21]=[CH:22][N:23]=[C:19]2[CH:18]=[C:17]([C:24]2[CH:29]=[CH:28][N:27]=[C:26]([NH:30][CH:31]([C:33]3[CH:38]=[CH:37][CH:36]=[CH:35][CH:34]=3)[CH3:32])[CH:25]=2)[N:16]=1)=O)(C)(C)C.CO.Cl.